This data is from Full USPTO retrosynthesis dataset with 1.9M reactions from patents (1976-2016). The task is: Predict the reactants needed to synthesize the given product. (1) Given the product [OH:45][CH2:44][CH2:46][NH:47][C:5]1[N:6]=[C:7]([N:38]2[CH2:43][CH2:42][O:41][CH2:40][CH2:39]2)[C:8]2[C:13]([C:14]3[CH:19]=[CH:18][CH:17]=[CH:16][CH:15]=3)=[C:12]([C:20]3[CH:21]=[CH:22][C:23]([C:26]4([NH:30][C:31](=[O:37])[O:32][C:33]([CH3:35])([CH3:36])[CH3:34])[CH2:29][CH2:28][CH2:27]4)=[CH:24][CH:25]=3)[O:11][C:9]=2[N:10]=1, predict the reactants needed to synthesize it. The reactants are: CS([C:5]1[N:6]=[C:7]([N:38]2[CH2:43][CH2:42][O:41][CH2:40][CH2:39]2)[C:8]2[C:13]([C:14]3[CH:19]=[CH:18][CH:17]=[CH:16][CH:15]=3)=[C:12]([C:20]3[CH:25]=[CH:24][C:23]([C:26]4([NH:30][C:31](=[O:37])[O:32][C:33]([CH3:36])([CH3:35])[CH3:34])[CH2:29][CH2:28][CH2:27]4)=[CH:22][CH:21]=3)[O:11][C:9]=2[N:10]=1)(=O)=O.[CH2:44]([CH2:46][NH2:47])[OH:45]. (2) The reactants are: CS(C)=O.C(=O)([O-])[O-:6].[K+].[K+].OO.[C:13]([C:15]1[CH:16]=[C:17]([N:21]2[CH2:26][CH2:25][N:24]([C:27]([O:29][C:30]([CH3:33])([CH3:32])[CH3:31])=[O:28])[CH2:23][CH:22]2[C:34](=[O:49])[NH:35][C:36]2[CH:41]=[CH:40][C:39]([N:42]3[CH2:47][CH2:46][CH2:45][CH2:44][C:43]3=[O:48])=[CH:38][CH:37]=2)[CH:18]=[CH:19][CH:20]=1)#[N:14]. Given the product [C:13]([C:15]1[CH:16]=[C:17]([N:21]2[CH2:26][CH2:25][N:24]([C:27]([O:29][C:30]([CH3:33])([CH3:32])[CH3:31])=[O:28])[CH2:23][CH:22]2[C:34](=[O:49])[NH:35][C:36]2[CH:37]=[CH:38][C:39]([N:42]3[CH2:47][CH2:46][CH2:45][CH2:44][C:43]3=[O:48])=[CH:40][CH:41]=2)[CH:18]=[CH:19][CH:20]=1)(=[O:6])[NH2:14], predict the reactants needed to synthesize it. (3) Given the product [CH2:1]([C@H:8]1[CH2:12][O:11][C:10](=[O:13])[N:9]1[C:14]([C@@H:15]1[CH2:32][C:30](=[CH2:29])[CH2:31][C@H:16]1[C:17]1[CH:22]=[CH:21][C:20]([Cl:23])=[CH:19][CH:18]=1)=[O:24])[C:2]1[CH:7]=[CH:6][CH:5]=[CH:4][CH:3]=1, predict the reactants needed to synthesize it. The reactants are: [CH2:1]([C@H:8]1[CH2:12][O:11][C:10](=[O:13])[N:9]1[C:14](=[O:24])/[CH:15]=[CH:16]/[C:17]1[CH:22]=[CH:21][C:20]([Cl:23])=[CH:19][CH:18]=1)[C:2]1[CH:7]=[CH:6][CH:5]=[CH:4][CH:3]=1.C(O[CH2:29][C:30]([CH2:32][Si](C)(C)C)=[CH2:31])(=O)C.P(OC(C)C)(OC(C)C)OC(C)C. (4) Given the product [Cl:1][C:2]1[CH:11]=[CH:10][C:5]([C:6]([NH:8][NH:9][C:23](=[O:24])[C@H:22]([NH:21][C:15]2[CH:16]=[CH:17][C:18]([C:19]#[N:20])=[C:13]([Cl:12])[C:14]=2[CH3:29])[C@H:26]([OH:28])[CH3:27])=[O:7])=[CH:4][CH:3]=1, predict the reactants needed to synthesize it. The reactants are: [Cl:1][C:2]1[CH:11]=[CH:10][C:5]([C:6]([NH:8][NH2:9])=[O:7])=[CH:4][CH:3]=1.[Cl:12][C:13]1[C:14]([CH3:29])=[C:15]([NH:21][C@H:22]([C@H:26]([OH:28])[CH3:27])[C:23](O)=[O:24])[CH:16]=[CH:17][C:18]=1[C:19]#[N:20]. (5) The reactants are: [Br:1][C:2]1[CH:10]=[CH:9][C:5]([C:6](O)=[O:7])=[CH:4][C:3]=1[CH3:11].B. Given the product [Br:1][C:2]1[CH:10]=[CH:9][C:5]([CH2:6][OH:7])=[CH:4][C:3]=1[CH3:11], predict the reactants needed to synthesize it.